Dataset: NCI-60 drug combinations with 297,098 pairs across 59 cell lines. Task: Regression. Given two drug SMILES strings and cell line genomic features, predict the synergy score measuring deviation from expected non-interaction effect. (1) Drug 1: C1CCC(C1)C(CC#N)N2C=C(C=N2)C3=C4C=CNC4=NC=N3. Drug 2: CC1=C2C(C(=O)C3(C(CC4C(C3C(C(C2(C)C)(CC1OC(=O)C(C(C5=CC=CC=C5)NC(=O)OC(C)(C)C)O)O)OC(=O)C6=CC=CC=C6)(CO4)OC(=O)C)OC)C)OC. Cell line: HCT116. Synergy scores: CSS=69.3, Synergy_ZIP=14.1, Synergy_Bliss=14.0, Synergy_Loewe=-22.5, Synergy_HSA=13.5. (2) Drug 1: CNC(=O)C1=NC=CC(=C1)OC2=CC=C(C=C2)NC(=O)NC3=CC(=C(C=C3)Cl)C(F)(F)F. Drug 2: C1CN(P(=O)(OC1)NCCCl)CCCl. Cell line: U251. Synergy scores: CSS=1.85, Synergy_ZIP=-2.22, Synergy_Bliss=-3.09, Synergy_Loewe=-0.759, Synergy_HSA=-2.17. (3) Drug 1: CC1=C(C=C(C=C1)NC2=NC=CC(=N2)N(C)C3=CC4=NN(C(=C4C=C3)C)C)S(=O)(=O)N.Cl. Synergy scores: CSS=38.9, Synergy_ZIP=12.1, Synergy_Bliss=6.47, Synergy_Loewe=1.69, Synergy_HSA=5.82. Drug 2: CC1=CC2C(CCC3(C2CCC3(C(=O)C)OC(=O)C)C)C4(C1=CC(=O)CC4)C. Cell line: K-562. (4) Drug 1: COC1=C2C(=CC3=C1OC=C3)C=CC(=O)O2. Drug 2: CCC1(C2=C(COC1=O)C(=O)N3CC4=CC5=C(C=CC(=C5CN(C)C)O)N=C4C3=C2)O.Cl. Cell line: EKVX. Synergy scores: CSS=1.39, Synergy_ZIP=1.44, Synergy_Bliss=-2.34, Synergy_Loewe=-7.79, Synergy_HSA=-4.74. (5) Drug 1: C(=O)(N)NO. Drug 2: CCC1(C2=C(COC1=O)C(=O)N3CC4=CC5=C(C=CC(=C5CN(C)C)O)N=C4C3=C2)O.Cl. Cell line: HCT-15. Synergy scores: CSS=16.0, Synergy_ZIP=7.37, Synergy_Bliss=7.79, Synergy_Loewe=-33.0, Synergy_HSA=1.90. (6) Drug 2: CCC1(CC2CC(C3=C(CCN(C2)C1)C4=CC=CC=C4N3)(C5=C(C=C6C(=C5)C78CCN9C7C(C=CC9)(C(C(C8N6C)(C(=O)OC)O)OC(=O)C)CC)OC)C(=O)OC)O.OS(=O)(=O)O. Cell line: SK-MEL-5. Synergy scores: CSS=11.7, Synergy_ZIP=1.10, Synergy_Bliss=1.91, Synergy_Loewe=3.20, Synergy_HSA=1.40. Drug 1: CCN(CC)CCNC(=O)C1=C(NC(=C1C)C=C2C3=C(C=CC(=C3)F)NC2=O)C.